This data is from Catalyst prediction with 721,799 reactions and 888 catalyst types from USPTO. The task is: Predict which catalyst facilitates the given reaction. Reactant: [OH:1][C:2]1[C:9]([O:10][CH3:11])=[CH:8][C:5]([CH:6]=[O:7])=[CH:4][C:3]=1[O:12][CH3:13].C([O-])([O-])=O.[Cs+].[Cs+].Br[CH2:21][CH2:22][CH2:23][CH3:24].O. Product: [CH2:21]([O:1][C:2]1[C:3]([O:12][CH3:13])=[CH:4][C:5]([CH:6]=[O:7])=[CH:8][C:9]=1[O:10][CH3:11])[CH2:22][CH2:23][CH3:24]. The catalyst class is: 3.